This data is from Reaction yield outcomes from USPTO patents with 853,638 reactions. The task is: Predict the reaction yield, written as a fraction of the theoretical maximum amount of product (1.0 means a 100% yield; for example, 0.34 means a 34% yield). The reactants are [CH:1]([C:4]1[CH:9]=[C:8]([O:10][CH3:11])[C:7]([CH3:12])=[CH:6][C:5]=1[OH:13])([CH3:3])[CH3:2].C(=O)([O-])[O-].[K+].[K+].Br[CH2:21][C:22]([O:24][CH2:25][CH3:26])=[O:23]. The catalyst is CC(C)=O. The product is [CH2:25]([O:24][C:22](=[O:23])[CH2:21][O:13][C:5]1[CH:6]=[C:7]([CH3:12])[C:8]([O:10][CH3:11])=[CH:9][C:4]=1[CH:1]([CH3:3])[CH3:2])[CH3:26]. The yield is 0.820.